From a dataset of Reaction yield outcomes from USPTO patents with 853,638 reactions. Predict the reaction yield, written as a fraction of the theoretical maximum amount of product (1.0 means a 100% yield; for example, 0.34 means a 34% yield). (1) The reactants are CCCC[N+](CCCC)(CCCC)CCCC.[F-].C([SiH2][O:24][C:25](C1C=CC=CC=1)(C1C=CC=CC=1)[C:26]1[CH:31]=[CH:30][N:29]2[N:32]=[C:33]([CH3:52])[C:34]([C:35]3[C:36](=[O:51])[NH:37][C:38](=[O:50])[C:39]=3[C:40]3[C:48]4[C:43](=[C:44]([CH3:49])[CH:45]=[CH:46][CH:47]=4)[NH:42][CH:41]=3)=[C:28]2[CH:27]=1)(C)(C)C. The catalyst is C1COCC1. The product is [OH:24][CH2:25][C:26]1[CH:31]=[CH:30][N:29]2[N:32]=[C:33]([CH3:52])[C:34]([C:35]3[C:36](=[O:51])[NH:37][C:38](=[O:50])[C:39]=3[C:40]3[C:48]4[C:43](=[C:44]([CH3:49])[CH:45]=[CH:46][CH:47]=4)[NH:42][CH:41]=3)=[C:28]2[CH:27]=1. The yield is 0.840. (2) The reactants are COC1C=C(C=O)C=CC=1O.C([NH2:19])C1C=CC=CC=1.[CH2:20]([N:28]=[C:29]=[S:30])[CH2:21][C:22]1[CH:27]=[CH:26][CH:25]=[CH:24][CH:23]=1. The catalyst is CO.[Pt]. The product is [CH2:20]([NH:28][C:29](=[S:30])[NH2:19])[CH2:21][C:22]1[CH:27]=[CH:26][CH:25]=[CH:24][CH:23]=1. The yield is 0.820. (3) The reactants are [C:1]([O:5][C:6]([N:8]1[CH2:14][CH2:13][C:12](=[O:15])[N:11]([CH2:16][CH2:17][CH:18]=O)[CH2:10][C@H:9]1[CH3:20])=[O:7])([CH3:4])([CH3:3])[CH3:2].Cl.[CH2:22]1[C:24]2([CH2:29][CH2:28][NH:27][CH2:26][C@H:25]2[OH:30])[CH2:23]1.C(N(CC)CC)C.C(O)(=O)C.C(O[BH-](OC(=O)C)OC(=O)C)(=O)C.[Na+].C(=O)([O-])O.[Na+]. The yield is 0.880. The catalyst is ClCCl. The product is [C:1]([O:5][C:6]([N:8]1[CH2:14][CH2:13][C:12](=[O:15])[N:11]([CH2:16][CH2:17][CH2:18][N:27]2[CH2:28][CH2:29][C:24]3([CH2:22][CH2:23]3)[C@H:25]([OH:30])[CH2:26]2)[CH2:10][C@H:9]1[CH3:20])=[O:7])([CH3:4])([CH3:3])[CH3:2].